Task: Predict the reactants needed to synthesize the given product.. Dataset: Full USPTO retrosynthesis dataset with 1.9M reactions from patents (1976-2016) The reactants are: [C:1]([C:3]1[S:7][C:6]([NH:8][C:9]([CH:11]2[NH:15][CH:14]([CH2:16][C:17]([CH3:20])([CH3:19])[CH3:18])[C:13]3([C:28]4[C:23](=[CH:24][C:25]([Cl:29])=[CH:26][CH:27]=4)[NH:22][C:21]3=[O:30])[CH:12]2[C:31]2[CH:36]=[CH:35][CH:34]=[C:33]([Cl:37])[C:32]=2[F:38])=[O:10])=[CH:5][CH:4]=1)#[N:2].[OH:39]O.[OH-].[Na+]. Given the product [C:1]([C:3]1[S:7][C:6]([NH:8][C:9]([CH:11]2[NH:15][CH:14]([CH2:16][C:17]([CH3:20])([CH3:19])[CH3:18])[C:13]3([C:28]4[C:23](=[CH:24][C:25]([Cl:29])=[CH:26][CH:27]=4)[NH:22][C:21]3=[O:30])[CH:12]2[C:31]2[CH:36]=[CH:35][CH:34]=[C:33]([Cl:37])[C:32]=2[F:38])=[O:10])=[CH:5][CH:4]=1)(=[O:39])[NH2:2], predict the reactants needed to synthesize it.